From a dataset of Reaction yield outcomes from USPTO patents with 853,638 reactions. Predict the reaction yield, written as a fraction of the theoretical maximum amount of product (1.0 means a 100% yield; for example, 0.34 means a 34% yield). The reactants are O=[C:2]1[C:11]2[CH:10]=[C:9]([C:12]3[O:13][CH:14]=[C:15]([C:17]([OH:19])=[O:18])[N:16]=3)[CH:8]=[CH:7][C:6]=2[CH2:5][CH2:4][CH2:3]1.[S:20]1[C:24]2[CH:25]=[CH:26][CH:27]=[CH:28][C:23]=2[N:22]=[C:21]1[NH:29][NH2:30].O. The catalyst is CCO. The product is [S:20]1[C:24]2[CH:25]=[CH:26][CH:27]=[CH:28][C:23]=2[N:22]=[C:21]1[NH:29][N:30]=[C:2]1[C:11]2[CH:10]=[C:9]([C:12]3[O:13][CH:14]=[C:15]([C:17]([OH:19])=[O:18])[N:16]=3)[CH:8]=[CH:7][C:6]=2[CH2:5][CH2:4][CH2:3]1. The yield is 0.610.